From a dataset of Forward reaction prediction with 1.9M reactions from USPTO patents (1976-2016). Predict the product of the given reaction. Given the reactants [F:1][C:2]1[CH:7]=[CH:6][C:5]([C:8]2([C:25]3[CH:30]=[CH:29][C:28]([F:31])=[CH:27][CH:26]=3)[O:12][C:11](=[O:13])[N:10]([CH2:14][C:15](O)=[O:16])[CH:9]2[C:18]2[CH:23]=[CH:22][CH:21]=[CH:20][C:19]=2[F:24])=[CH:4][CH:3]=1.Cl.[CH2:33]([NH2:35])[CH3:34], predict the reaction product. The product is: [CH2:33]([NH:35][C:15](=[O:16])[CH2:14][N:10]1[C@@H:9]([C:18]2[CH:23]=[CH:22][CH:21]=[CH:20][C:19]=2[F:24])[C:8]([C:25]2[CH:30]=[CH:29][C:28]([F:31])=[CH:27][CH:26]=2)([C:5]2[CH:4]=[CH:3][C:2]([F:1])=[CH:7][CH:6]=2)[O:12][C:11]1=[O:13])[CH3:34].